This data is from NCI-60 drug combinations with 297,098 pairs across 59 cell lines. The task is: Regression. Given two drug SMILES strings and cell line genomic features, predict the synergy score measuring deviation from expected non-interaction effect. (1) Drug 1: CCCCCOC(=O)NC1=NC(=O)N(C=C1F)C2C(C(C(O2)C)O)O. Drug 2: CN(C(=O)NC(C=O)C(C(C(CO)O)O)O)N=O. Cell line: HT29. Synergy scores: CSS=-1.69, Synergy_ZIP=0.124, Synergy_Bliss=-2.74, Synergy_Loewe=-6.58, Synergy_HSA=-4.56. (2) Drug 1: CC1C(C(CC(O1)OC2CC(CC3=C2C(=C4C(=C3O)C(=O)C5=C(C4=O)C(=CC=C5)OC)O)(C(=O)C)O)N)O.Cl. Drug 2: C1CCC(CC1)NC(=O)N(CCCl)N=O. Cell line: SK-OV-3. Synergy scores: CSS=21.1, Synergy_ZIP=1.44, Synergy_Bliss=6.42, Synergy_Loewe=-1.03, Synergy_HSA=8.06. (3) Drug 1: CC1CCC2CC(C(=CC=CC=CC(CC(C(=O)C(C(C(=CC(C(=O)CC(OC(=O)C3CCCCN3C(=O)C(=O)C1(O2)O)C(C)CC4CCC(C(C4)OC)O)C)C)O)OC)C)C)C)OC. Drug 2: CCN(CC)CCNC(=O)C1=C(NC(=C1C)C=C2C3=C(C=CC(=C3)F)NC2=O)C. Cell line: SF-539. Synergy scores: CSS=15.6, Synergy_ZIP=-3.93, Synergy_Bliss=-2.87, Synergy_Loewe=2.63, Synergy_HSA=0.632. (4) Drug 1: CC1=C(C(CCC1)(C)C)C=CC(=CC=CC(=CC(=O)O)C)C. Drug 2: C1CC(=O)NC(=O)C1N2C(=O)C3=CC=CC=C3C2=O. Cell line: LOX IMVI. Synergy scores: CSS=-0.167, Synergy_ZIP=-0.277, Synergy_Bliss=-2.65, Synergy_Loewe=-2.93, Synergy_HSA=-3.76. (5) Drug 1: CC1=C2C(C(=O)C3(C(CC4C(C3C(C(C2(C)C)(CC1OC(=O)C(C(C5=CC=CC=C5)NC(=O)C6=CC=CC=C6)O)O)OC(=O)C7=CC=CC=C7)(CO4)OC(=O)C)O)C)OC(=O)C. Drug 2: CCN(CC)CCCC(C)NC1=C2C=C(C=CC2=NC3=C1C=CC(=C3)Cl)OC. Cell line: HCT116. Synergy scores: CSS=70.1, Synergy_ZIP=4.53, Synergy_Bliss=-0.307, Synergy_Loewe=-21.3, Synergy_HSA=1.35.